This data is from Reaction yield outcomes from USPTO patents with 853,638 reactions. The task is: Predict the reaction yield, written as a fraction of the theoretical maximum amount of product (1.0 means a 100% yield; for example, 0.34 means a 34% yield). (1) The reactants are [CH2:1]([N:3]1[C:7]([C:8]2[CH:18]=[CH:17][C:11]3[O:12][CH2:13][C:14](=[O:16])[NH:15][C:10]=3[CH:9]=2)=[CH:6][C:5]([CH3:19])=[N:4]1)[CH3:2].C1C(=O)N([I:27])C(=O)C1. No catalyst specified. The product is [CH2:1]([N:3]1[C:7]([C:8]2[CH:18]=[CH:17][C:11]3[O:12][CH2:13][C:14](=[O:16])[NH:15][C:10]=3[CH:9]=2)=[C:6]([I:27])[C:5]([CH3:19])=[N:4]1)[CH3:2]. The yield is 0.910. (2) The reactants are [F:1][C:2]1[CH:3]=[CH:4][C:5]([C:8]2[C:12]([CH2:13][O:14][C:15]3[CH:23]=[CH:22][C:18]([C:19]([OH:21])=O)=[CH:17][N:16]=3)=[C:11]([CH3:24])[O:10][N:9]=2)=[N:6][CH:7]=1.[NH:25]1[CH2:30][CH2:29][O:28][CH2:27][CH2:26]1. No catalyst specified. The product is [F:1][C:2]1[CH:3]=[CH:4][C:5]([C:8]2[C:12]([CH2:13][O:14][C:15]3[N:16]=[CH:17][C:18]([C:19]([N:25]4[CH2:30][CH2:29][O:28][CH2:27][CH2:26]4)=[O:21])=[CH:22][CH:23]=3)=[C:11]([CH3:24])[O:10][N:9]=2)=[N:6][CH:7]=1. The yield is 0.910. (3) The product is [F:18][C:10]([F:17])([C:11]1[CH:12]=[CH:13][CH:14]=[CH:15][CH:16]=1)[CH2:9][NH:8][C:5]1[C:4]([F:20])=[C:3]([CH2:21][CH2:22][OH:23])[C:2]([Cl:1])=[CH:7][CH:6]=1. The catalyst is C1COCC1.O. The reactants are [Cl:1][C:2]1[CH:7]=[CH:6][C:5]([NH:8][C:9](=O)[C:10]([F:18])([F:17])[C:11]2[CH:16]=[CH:15][CH:14]=[CH:13][CH:12]=2)=[C:4]([F:20])[C:3]=1[CH2:21][CH2:22][OH:23].C([O-])([O-])=O.[K+].[K+]. The yield is 0.810. (4) The reactants are [C:1]([O:4][CH2:5][C:6]1([CH2:19][CH2:20][CH:21]([CH3:23])[CH3:22])[C:15]2[C:10](=[CH:11][CH:12]=[CH:13][CH:14]=2)[C:9](=[O:16])[CH:8]=[C:7]1[O:17]C)(=[O:3])[CH3:2].I[Si](C)(C)C. The catalyst is C(#N)C. The product is [C:1]([O:4][CH2:5][C:6]1([CH2:19][CH2:20][CH:21]([CH3:23])[CH3:22])[C:15]2[C:10](=[CH:11][CH:12]=[CH:13][CH:14]=2)[C:9](=[O:16])[CH2:8][C:7]1=[O:17])(=[O:3])[CH3:2]. The yield is 0.910. (5) The yield is 0.690. The catalyst is O1CCOCC1. The reactants are C(O[C:6](=O)[NH:7][C:8]1[CH:13]=[C:12]([F:14])[CH:11]=[CH:10][C:9]=1[NH2:15])(C)(C)C.[CH:17]1([CH:23]=[O:24])[CH2:22][CH2:21][CH2:20][CH2:19][CH2:18]1.CO[C@H:27]([C:31]1[CH:36]=[CH:35][CH:34]=[CH:33][CH:32]=1)[C:28]([OH:30])=O.[N+:37]([CH2:39][C:40]1[CH:45]=[CH:44][CH:43]=[CH:42][CH:41]=1)#[C-].Cl.[CH3:47]O. The product is [CH2:39]([NH:37][C:28](=[O:30])[CH:27]([CH:31]1[CH2:36][CH2:35][CH2:34][CH2:33][CH2:32]1)[N:15]1[C:9]2[CH:10]=[CH:11][C:12]([F:14])=[CH:13][C:8]=2[N:7]=[C:6]1[C@H:23]([O:24][CH3:47])[C:17]1[CH:22]=[CH:21][CH:20]=[CH:19][CH:18]=1)[C:40]1[CH:45]=[CH:44][CH:43]=[CH:42][CH:41]=1. (6) The reactants are Cl[C:2]1[N:7]=[C:6]([CH:8]2[CH2:13][CH2:12][CH2:11][N:10]([C:14]([O:16][C:17]([CH3:20])([CH3:19])[CH3:18])=[O:15])[CH2:9]2)[CH:5]=[C:4]([NH:21][C:22]2[CH:27]=[C:26]([CH3:28])[CH:25]=[CH:24][N:23]=2)[N:3]=1.[CH3:29][N:30]1[CH:34]=[C:33](B2OC(C)(C)C(C)(C)O2)[CH:32]=[N:31]1.C([O-])([O-])=O.[Cs+].[Cs+]. The catalyst is C1C=CC(P(C2C=CC=CC=2)[C-]2C=CC=C2)=CC=1.C1C=CC(P(C2C=CC=CC=2)[C-]2C=CC=C2)=CC=1.Cl[Pd]Cl.[Fe+2].O1CCOCC1.O. The product is [CH3:29][N:30]1[CH:34]=[C:33]([C:2]2[N:7]=[C:6]([CH:8]3[CH2:13][CH2:12][CH2:11][N:10]([C:14]([O:16][C:17]([CH3:20])([CH3:19])[CH3:18])=[O:15])[CH2:9]3)[CH:5]=[C:4]([NH:21][C:22]3[CH:27]=[C:26]([CH3:28])[CH:25]=[CH:24][N:23]=3)[N:3]=2)[CH:32]=[N:31]1. The yield is 0.749. (7) The yield is 0.760. The reactants are C1(P(C2C=CC=CC=2)C2C=CC=CC=2)C=CC=CC=1.BrN1C(=O)CCC1=O.[Cl:28][C:29]1[CH:30]=[C:31]([C@@H:39]([CH2:43][CH:44]2[CH2:48][CH2:47][CH2:46][CH2:45]2)[C:40]([OH:42])=O)[CH:32]=[CH:33][C:34]=1[S:35]([CH3:38])(=[O:37])=[O:36].[NH2:49][C:50]1[O:51][C:52]2[CH:58]=[CH:57][CH:56]=[CH:55][C:53]=2[N:54]=1.N1C=CC=CC=1. The catalyst is C(Cl)Cl.O. The product is [O:51]1[C:52]2[CH:58]=[CH:57][CH:56]=[CH:55][C:53]=2[N:54]=[C:50]1[NH:49][C:40](=[O:42])[C@@H:39]([C:31]1[CH:32]=[CH:33][C:34]([S:35]([CH3:38])(=[O:36])=[O:37])=[C:29]([Cl:28])[CH:30]=1)[CH2:43][CH:44]1[CH2:48][CH2:47][CH2:46][CH2:45]1. (8) The reactants are [CH3:1][C:2]1[N:3]=[C:4]([NH:7][C:8]2[C:13]([O:14][C:15]3[CH:20]=[CH:19][CH:18]=[CH:17][CH:16]=3)=[CH:12][C:11]([C:21]3[CH:22]=[N:23][CH:24]=[CH:25][CH:26]=3)=[CH:10][N:9]=2)[S:5][CH:6]=1.[ClH:27]. The catalyst is C(Cl)Cl.CCOCC. The product is [ClH:27].[ClH:27].[CH3:1][C:2]1[N:3]=[C:4]([NH:7][C:8]2[C:13]([O:14][C:15]3[CH:16]=[CH:17][CH:18]=[CH:19][CH:20]=3)=[CH:12][C:11]([C:21]3[CH:22]=[N:23][CH:24]=[CH:25][CH:26]=3)=[CH:10][N:9]=2)[S:5][CH:6]=1. The yield is 0.597.